The task is: Predict the reactants needed to synthesize the given product.. This data is from Full USPTO retrosynthesis dataset with 1.9M reactions from patents (1976-2016). (1) Given the product [C:1]([O:9][C@H:10]([CH2:15][CH2:16][CH2:17][OH:18])[CH2:11][C:12]([Br:14])=[CH2:13])(=[O:8])[C:2]1[CH:7]=[CH:6][CH:5]=[CH:4][CH:3]=1, predict the reactants needed to synthesize it. The reactants are: [C:1]([O:9][C@H:10]([CH2:15][CH2:16][CH2:17][O:18][Si](C(C)(C)C)(C1C=CC=CC=1)C1C=CC=CC=1)[CH2:11][C:12]([Br:14])=[CH2:13])(=[O:8])[C:2]1[CH:7]=[CH:6][CH:5]=[CH:4][CH:3]=1.O. (2) The reactants are: [CH:1]1([CH:6]([OH:8])[CH3:7])[CH2:5][CH2:4][CH2:3][CH2:2]1.[H-].[Na+].Cl[C:12]1[CH:13]=[CH:14][C:15]2[CH2:16][N:17]([C:23]([O:25][C:26]([CH3:29])([CH3:28])[CH3:27])=[O:24])[CH2:18][CH2:19][O:20][C:21]=2[N:22]=1.O. Given the product [CH:1]1([CH:6]([O:8][C:12]2[CH:13]=[CH:14][C:15]3[CH2:16][N:17]([C:23]([O:25][C:26]([CH3:29])([CH3:28])[CH3:27])=[O:24])[CH2:18][CH2:19][O:20][C:21]=3[N:22]=2)[CH3:7])[CH2:5][CH2:4][CH2:3][CH2:2]1, predict the reactants needed to synthesize it. (3) Given the product [CH3:25][N:2]([CH3:1])[CH2:3][CH2:4][NH:5][C:6]1[C:18]2[C:17](=[N:28][OH:27])[C:16]3[CH:15]=[N:14][CH:13]=[CH:12][C:11]=3[C:10]=2[C:9]2[CH:20]=[CH:21][C:22]([OH:24])=[CH:23][C:8]=2[N:7]=1, predict the reactants needed to synthesize it. The reactants are: [CH3:1][N:2]([CH3:25])[CH2:3][CH2:4][NH:5][C:6]1[C:18]2[C:17](=O)[C:16]3[CH:15]=[N:14][CH:13]=[CH:12][C:11]=3[C:10]=2[C:9]2[CH:20]=[CH:21][C:22]([OH:24])=[CH:23][C:8]=2[N:7]=1.Cl.[OH:27][NH3+:28]. (4) Given the product [F:1][C:2]1[CH:3]=[C:4]([C:8]2[CH:9]=[CH:10][C:11](/[CH:14]=[CH:15]/[CH:16]3[C:24]4[C:23](=[O:28])[CH2:22][CH:21]([CH:18]([CH3:19])[CH3:20])[CH2:26][C:25]=4[NH:29][C:30]4[NH:34][N:33]=[CH:32][C:31]3=4)=[N:12][CH:13]=2)[CH:5]=[CH:6][CH:7]=1.[CH2:36]1[CH:37]([CH2:38][C:39]([NH2:41])=[O:40])[CH2:35]1, predict the reactants needed to synthesize it. The reactants are: [F:1][C:2]1[CH:3]=[C:4]([C:8]2[CH:9]=[CH:10][C:11](/[CH:14]=[CH:15]/[CH:16]=O)=[N:12][CH:13]=2)[CH:5]=[CH:6][CH:7]=1.[CH:18]([CH:21]1[CH2:26][C:25](=O)[CH2:24][C:23](=[O:28])[CH2:22]1)([CH3:20])[CH3:19].[NH2:29][C:30]1[NH:34][N:33]=[CH:32][CH:31]=1.[CH2:35]1[CH:37]([CH2:38][C:39]([NH2:41])=[O:40])[CH2:36]1. (5) Given the product [CH2:1]([O:3][C:4]([C:6]1[N:7]([C:46]2[CH:47]=[CH:48][C:43]([O:42][CH:39]([CH3:41])[CH3:40])=[CH:44][CH:45]=2)[C:8]2[C:13]([C:14]=1[Br:15])=[CH:12][C:11]([C:16]1[CH:21]=[CH:20][C:19]([O:22][CH:23]([CH3:24])[CH3:25])=[CH:18][CH:17]=1)=[CH:10][CH:9]=2)=[O:5])[CH3:2], predict the reactants needed to synthesize it. The reactants are: [CH2:1]([O:3][C:4]([C:6]1[NH:7][C:8]2[C:13]([C:14]=1[Br:15])=[CH:12][C:11]([C:16]1[CH:21]=[CH:20][C:19]([O:22][CH:23]([CH3:25])[CH3:24])=[CH:18][CH:17]=1)=[CH:10][CH:9]=2)=[O:5])[CH3:2].CCN(CC)CC.N1C=CC=CC=1.[CH:39]([O:42][C:43]1[CH:48]=[CH:47][C:46](B(O)O)=[CH:45][CH:44]=1)([CH3:41])[CH3:40].